Dataset: Full USPTO retrosynthesis dataset with 1.9M reactions from patents (1976-2016). Task: Predict the reactants needed to synthesize the given product. (1) The reactants are: CCCC[N+:5]([CH2:14][CH2:15]CC)([CH2:10][CH2:11][CH2:12][CH3:13])[CH2:6]CCC.[F-].C([Si](C)(C)[O:24][C:25]1[CH:26]=[CH:27][C:28]2[C:29]3[CH:42]([C:43]4[CH:57]=[CH:56][C:46]([O:47]CCN5CCCCC5)=[CH:45][CH:44]=4)[O:41][C:40]4[CH:39]=[C:38]([O:58][Si](C(C)(C)C)(C)C)[CH:37]=[CH:36][C:35]=4[C:30]=3[CH2:31][O:32][C:33]=2[CH:34]=1)(C)(C)C.[CH3:68][C:69]([CH3:74])([CH3:73])[C:70](Cl)=[O:71]. Given the product [OH:24][C:25]1[CH:26]=[CH:27][C:28]2[C:29]3[CH:42]([C:43]4[CH:44]=[CH:45][C:46]([O:47][CH2:15][CH2:14][N:5]5[CH2:6][CH2:13][CH2:12][CH2:11][CH2:10]5)=[CH:56][CH:57]=4)[O:41][C:40]4[CH:39]=[C:38]([O:58][C:70](=[O:71])[C:69]([CH3:74])([CH3:73])[CH3:68])[CH:37]=[CH:36][C:35]=4[C:30]=3[CH2:31][O:32][C:33]=2[CH:34]=1, predict the reactants needed to synthesize it. (2) Given the product [Cl:1][C:2]1[C:3]([N:27]([CH:29]([CH3:31])[CH3:30])[CH3:28])=[CH:4][C:5]2[N:11]=[C:10]([C:12]3[CH:17]=[CH:16][CH:15]=[C:14]([N:18]4[C:22]([CH2:23][NH:40][CH:37]5[CH2:39][CH2:38]5)=[CH:21][N:20]=[N:19]4)[CH:13]=3)[CH2:9][C:8](=[O:25])[NH:7][C:6]=2[CH:26]=1, predict the reactants needed to synthesize it. The reactants are: [Cl:1][C:2]1[C:3]([N:27]([CH:29]([CH3:31])[CH3:30])[CH3:28])=[CH:4][C:5]2[N:11]=[C:10]([C:12]3[CH:17]=[CH:16][CH:15]=[C:14]([N:18]4[C:22]([CH2:23]O)=[CH:21][N:20]=[N:19]4)[CH:13]=3)[CH2:9][C:8](=[O:25])[NH:7][C:6]=2[CH:26]=1.S(Cl)(Cl)=O.[Cl-].[CH:37]1([NH2:40])[CH2:39][CH2:38]1.